The task is: Predict which catalyst facilitates the given reaction.. This data is from Catalyst prediction with 721,799 reactions and 888 catalyst types from USPTO. (1) Reactant: [BH4-].[Na+].[C:3]([C:6]1[CH:23]=[CH:22][C:9]([C:10]([NH:12][CH2:13][CH2:14][C:15]([O:17][C:18]([CH3:21])([CH3:20])[CH3:19])=[O:16])=[O:11])=[CH:8][CH:7]=1)(=[O:5])[CH3:4]. Product: [OH:5][CH:3]([C:6]1[CH:23]=[CH:22][C:9]([C:10]([NH:12][CH2:13][CH2:14][C:15]([O:17][C:18]([CH3:20])([CH3:19])[CH3:21])=[O:16])=[O:11])=[CH:8][CH:7]=1)[CH3:4]. The catalyst class is: 5. (2) Reactant: F[P-](F)(F)(F)(F)F.[N:8]1(O[P+](N(C)C)(N(C)C)N(C)C)C2C=CC=CC=2N=N1.[Cl-].N[C:30]1[CH:38]=[C:37]2[C:33]([CH:34]=[C:35]([C:39]([NH:41][CH2:42][C:43]3[CH:48]=[CH:47][C:46]([Cl:49])=[C:45]([O:50][C:51]4[CH:56]=[C:55]([C:57]#[N:58])[CH:54]=[C:53]([Cl:59])[CH:52]=4)[C:44]=3[F:60])=[O:40])[NH:36]2)=[CH:32][CH:31]=1.[CH3:61][C:62]([O:65][C:66]([NH:68][CH2:69][C:70]([OH:72])=O)=[O:67])([CH3:64])[CH3:63].C(N(C(C)C)CC)(C)C. Product: [Cl:49][C:46]1[CH:47]=[CH:48][C:43]([CH2:42][NH:41][C:39]([C:35]2[NH:36][C:37]3[C:33]([CH:34]=2)=[CH:32][C:31]([NH:8][C:70](=[O:72])[CH2:69][NH:68][C:66](=[O:67])[O:65][C:62]([CH3:64])([CH3:63])[CH3:61])=[CH:30][CH:38]=3)=[O:40])=[C:44]([F:60])[C:45]=1[O:50][C:51]1[CH:56]=[C:55]([C:57]#[N:58])[CH:54]=[C:53]([Cl:59])[CH:52]=1. The catalyst class is: 3. (3) Reactant: C([O:4][CH2:5][C@H:6]1[CH2:11][O:10][C@H:9]([CH2:12][O:13]C(=O)C)[CH2:8][O:7]1)(=O)C.O1CCOCC1.Cl. Product: [OH:4][CH2:5][C@H:6]1[CH2:11][O:10][C@H:9]([CH2:12][OH:13])[CH2:8][O:7]1. The catalyst class is: 5. (4) Reactant: C(OC(=O)[NH:7][CH2:8][C:9]1[CH:10]=[C:11]2[C:15](=[CH:16][CH:17]=1)[CH2:14][NH:13][C:12]2=[O:18])(C)(C)C. Product: [NH2:7][CH2:8][C:9]1[CH:10]=[C:11]2[C:15]([CH2:14][NH:13][C:12]2=[O:18])=[CH:16][CH:17]=1. The catalyst class is: 33. (5) Reactant: [Cl:1][C:2]1[CH:10]=[CH:9][C:8]2[N:7]([CH2:11][C:12]([C:15]3[CH:20]=[CH:19][C:18]([F:21])=[CH:17][CH:16]=3)(O)[CH3:13])[C:6]3[CH2:22][CH2:23][N:24]([CH3:26])[CH2:25][C:5]=3[C:4]=2[CH:3]=1.CCN(S(F)(F)[F:33])CC. Product: [Cl:1][C:2]1[CH:10]=[CH:9][C:8]2[N:7]([CH2:11][C:12]([F:33])([C:15]3[CH:20]=[CH:19][C:18]([F:21])=[CH:17][CH:16]=3)[CH3:13])[C:6]3[CH2:22][CH2:23][N:24]([CH3:26])[CH2:25][C:5]=3[C:4]=2[CH:3]=1. The catalyst class is: 2. (6) Reactant: Cl.[F:2][C:3]1[CH:8]=[C:7]([S:9]([CH3:12])(=[O:11])=[O:10])[CH:6]=[CH:5][C:4]=1[NH:13][C:14]1[C:15]2[O:22][CH:21]=[C:20]([CH:23]3[CH2:28][CH2:27][NH:26][CH2:25][CH2:24]3)[C:16]=2[N:17]=[CH:18][N:19]=1.Cl[C:30]1[N:35]=[CH:34][C:33]([Cl:36])=[CH:32][N:31]=1.C(N(CC)C(C)C)(C)C.O. Product: [Cl:36][C:33]1[CH:32]=[N:31][C:30]([N:26]2[CH2:27][CH2:28][CH:23]([C:20]3[C:16]4[N:17]=[CH:18][N:19]=[C:14]([NH:13][C:4]5[CH:5]=[CH:6][C:7]([S:9]([CH3:12])(=[O:10])=[O:11])=[CH:8][C:3]=5[F:2])[C:15]=4[O:22][CH:21]=3)[CH2:24][CH2:25]2)=[N:35][CH:34]=1. The catalyst class is: 9. (7) Reactant: [NH:1]([C:3]1[CH:8]=[CH:7][C:6]([CH:9]([OH:14])[C:10]([F:13])([F:12])[F:11])=[CH:5][CH:4]=1)[NH2:2].O=[C:16]([CH3:20])[CH2:17][C:18]#[N:19].Cl. Product: [NH2:19][C:18]1[N:1]([C:3]2[CH:8]=[CH:7][C:6]([CH:9]([OH:14])[C:10]([F:11])([F:12])[F:13])=[CH:5][CH:4]=2)[N:2]=[C:16]([CH3:20])[CH:17]=1. The catalyst class is: 8. (8) Reactant: [Cl:1][C:2]1[CH:7]=[C:6]([Cl:8])[CH:5]=[CH:4][C:3]=1[C:9]1([OH:34])[C:17]2[C:12](=[CH:13][C:14](I)=[CH:15][C:16]=2[C:18]([F:21])([F:20])[F:19])[N:11]([CH2:23][C@H:24]2[CH2:27][C@H:26]([N:28]([CH2:31][CH3:32])[CH2:29][CH3:30])[CH2:25]2)[C:10]1=[O:33].C(=O)(O)[O-].[Na+].[CH3:40][N:41](C)C=O. Product: [Cl:1][C:2]1[CH:7]=[C:6]([Cl:8])[CH:5]=[CH:4][C:3]=1[C:9]1([OH:34])[C:17]2[C:12](=[CH:13][C:14]([C:40]#[N:41])=[CH:15][C:16]=2[C:18]([F:21])([F:20])[F:19])[N:11]([CH2:23][C@H:24]2[CH2:27][C@H:26]([N:28]([CH2:31][CH3:32])[CH2:29][CH3:30])[CH2:25]2)[C:10]1=[O:33]. The catalyst class is: 507. (9) Reactant: [NH2:1][C:2]1[CH:23]=[CH:22][C:5]([O:6][C:7]2[CH:8]=[CH:9][C:10]3[N:11]([CH:13]=[C:14]([NH:16][C:17]([CH:19]4[CH2:21][CH2:20]4)=[O:18])[N:15]=3)[CH:12]=2)=[C:4]([F:24])[CH:3]=1.[F:25][C:26]1[CH:27]=[C:28]([N:32]2[C:37]([CH3:38])=[CH:36][CH:35]=[C:34]([C:39](O)=[O:40])[C:33]2=[O:42])[CH:29]=[CH:30][CH:31]=1.CN(C(ON1N=NC2C=CC=NC1=2)=[N+](C)C)C.F[P-](F)(F)(F)(F)F.C(N(CC)C(C)C)(C)C.C(=O)([O-])O.[Na+]. Product: [CH:19]1([C:17]([NH:16][C:14]2[N:15]=[C:10]3[CH:9]=[CH:8][C:7]([O:6][C:5]4[CH:22]=[CH:23][C:2]([NH:1][C:39]([C:34]5[C:33](=[O:42])[N:32]([C:28]6[CH:29]=[CH:30][CH:31]=[C:26]([F:25])[CH:27]=6)[C:37]([CH3:38])=[CH:36][CH:35]=5)=[O:40])=[CH:3][C:4]=4[F:24])=[CH:12][N:11]3[CH:13]=2)=[O:18])[CH2:21][CH2:20]1. The catalyst class is: 348.